Task: Predict the reaction yield, written as a fraction of the theoretical maximum amount of product (1.0 means a 100% yield; for example, 0.34 means a 34% yield).. Dataset: Reaction yield outcomes from USPTO patents with 853,638 reactions (1) The reactants are [NH:1]([C:3]1[N:4]=[N:5][C:6]([C:9]2[CH:18]=[CH:17][C:12]([C:13]([O:15][CH3:16])=[O:14])=[CH:11][CH:10]=2)=[CH:7][N:8]=1)[NH2:2].[N:19]1[C:28]2[C:23](=[CH:24][C:25]([C:29]3([CH:32]=O)[CH2:31][CH2:30]3)=[CH:26][CH:27]=2)[CH:22]=[CH:21][CH:20]=1.C(O)(=O)C.C(O)(=O)C.IC1C=CC=CC=1. The catalyst is C(O)C.C(O)(=O)C. The product is [N:19]1[C:28]2[C:23](=[CH:24][C:25]([C:29]3([C:32]4[N:4]5[N:5]=[C:6]([C:9]6[CH:10]=[CH:11][C:12]([C:13]([O:15][CH3:16])=[O:14])=[CH:17][CH:18]=6)[CH:7]=[N:8][C:3]5=[N:1][N:2]=4)[CH2:31][CH2:30]3)=[CH:26][CH:27]=2)[CH:22]=[CH:21][CH:20]=1. The yield is 0.600. (2) The catalyst is C1COCC1. The yield is 0.360. The product is [CH3:1][O:2][C:3]1[CH:8]=[CH:7][CH:6]=[C:5]([O:9][CH3:10])[C:4]=1[C:18]1[CH:19]=[CH:20][CH:21]=[CH:22][C:17]=1[P:25]([CH:32]1[CH2:33][CH2:34][CH2:35][CH2:36][CH2:37]1)[CH:26]1[CH2:31][CH2:30][CH2:29][CH2:28][CH2:27]1. The reactants are [CH3:1][O:2][C:3]1[CH:8]=[CH:7][CH:6]=[C:5]([O:9][CH3:10])[CH:4]=1.[Li]CCCC.Br[C:17]1[CH:22]=[CH:21][CH:20]=[CH:19][C:18]=1Cl.Cl[P:25]([CH:32]1[CH2:37][CH2:36][CH2:35][CH2:34][CH2:33]1)[CH:26]1[CH2:31][CH2:30][CH2:29][CH2:28][CH2:27]1. (3) The reactants are [Cl:1][C:2]1[N:7]=[C:6](Cl)[CH:5]=[CH:4][N:3]=1.[NH:9]1[CH2:14][CH2:13][CH:12]([C:15]([O:17][CH2:18][CH3:19])=[O:16])[CH2:11][CH2:10]1.C(N(CC)CC)C. The catalyst is CO. The product is [Cl:1][C:2]1[N:7]=[C:6]([N:9]2[CH2:14][CH2:13][CH:12]([C:15]([O:17][CH2:18][CH3:19])=[O:16])[CH2:11][CH2:10]2)[CH:5]=[CH:4][N:3]=1. The yield is 0.690. (4) The reactants are C(OC(=O)[NH:7][C@H:8]1[CH2:13][CH2:12][CH2:11][CH2:10][C@H:9]1[NH:14][C:15]1[N:16]=[CH:17][C:18]2[CH:24]=[N:23][CH:22]=[C:21]([C:25]3[CH:26]=[N:27][N:28]([CH3:30])[CH:29]=3)[C:19]=2[N:20]=1)(C)(C)C.[ClH:32]. The catalyst is C(OCC)(=O)C. The product is [ClH:32].[CH3:30][N:28]1[CH:29]=[C:25]([C:21]2[C:19]3[N:20]=[C:15]([NH:14][C@@H:9]4[CH2:10][CH2:11][CH2:12][CH2:13][C@@H:8]4[NH2:7])[N:16]=[CH:17][C:18]=3[CH:24]=[N:23][CH:22]=2)[CH:26]=[N:27]1. The yield is 0.940. (5) The reactants are Br[C:2]1[C:3]([O:14][CH2:15][O:16][CH3:17])=[C:4]([CH2:12][CH3:13])[CH:5]=[C:6]([C:8]([CH3:11])([CH3:10])[CH3:9])[CH:7]=1.CCCCCC.C([Li])CCC.C(N(CC)[CH:32]=[O:33])C.C(=O)=O.C(O)C.Cl. The catalyst is O1CCCC1. The product is [C:8]([C:6]1[CH:5]=[C:4]([CH2:12][CH3:13])[C:3]([O:14][CH2:15][O:16][CH3:17])=[C:2]([CH:7]=1)[CH:32]=[O:33])([CH3:11])([CH3:10])[CH3:9]. The yield is 0.590. (6) The reactants are C1(S([N:10]2[C:14]3=[N:15][CH:16]=[C:17]([C:19]4[CH:20]=[CH:21][C:22]5[O:26][CH2:25][CH2:24][C:23]=5[CH:27]=4)[CH:18]=[C:13]3[C:12]([C:28]3[CH:29]=[N:30][NH:31][CH:32]=3)=[CH:11]2)(=O)=O)C=CC=CC=1.[OH-].[Na+]. The catalyst is CCO. The product is [O:26]1[C:22]2[CH:21]=[CH:20][C:19]([C:17]3[CH:18]=[C:13]4[C:12]([C:28]5[CH:32]=[N:31][NH:30][CH:29]=5)=[CH:11][NH:10][C:14]4=[N:15][CH:16]=3)=[CH:27][C:23]=2[CH2:24][CH2:25]1. The yield is 0.530. (7) The reactants are [CH:1]([N:14]1[CH2:17][CH:16]([OH:18])[CH2:15]1)([C:8]1[CH:13]=[CH:12][CH:11]=[CH:10][CH:9]=1)[C:2]1[CH:7]=[CH:6][CH:5]=[CH:4][CH:3]=1.[H-].[Na+].[CH3:21]I. The catalyst is CN(C=O)C. The product is [CH:1]([N:14]1[CH2:17][CH:16]([O:18][CH3:21])[CH2:15]1)([C:8]1[CH:13]=[CH:12][CH:11]=[CH:10][CH:9]=1)[C:2]1[CH:3]=[CH:4][CH:5]=[CH:6][CH:7]=1. The yield is 0.920.